The task is: Predict the reactants needed to synthesize the given product.. This data is from Full USPTO retrosynthesis dataset with 1.9M reactions from patents (1976-2016). (1) Given the product [Cl:11][C:9]1[S:10][C:5]2[C:4]([N:12]3[CH2:17][CH2:16][O:15][CH2:14][CH2:13]3)=[N:3][C:2]([C:26]3[CH:34]=[CH:33][CH:32]=[C:31]4[C:27]=3[CH:28]=[N:29][NH:30]4)=[N:7][C:6]=2[CH:8]=1, predict the reactants needed to synthesize it. The reactants are: Cl[C:2]1[N:3]=[C:4]([N:12]2[CH2:17][CH2:16][O:15][CH2:14][CH2:13]2)[C:5]2[S:10][C:9]([Cl:11])=[CH:8][C:6]=2[N:7]=1.CC1(C)C(C)(C)OB([C:26]2[CH:34]=[CH:33][CH:32]=[C:31]3[C:27]=2[CH:28]=[N:29][NH:30]3)O1. (2) Given the product [Br:1][C:2]1[CH:3]=[C:4]([C@@H:9]([NH:12][C:13]([O:14][C:15]([CH3:18])([CH3:17])[CH3:16])=[O:19])[C:10]([OH:21])=[O:26])[CH:5]=[C:6]([F:8])[CH:7]=1, predict the reactants needed to synthesize it. The reactants are: [Br:1][C:2]1[CH:3]=[C:4]([C@@H:9]([NH:12][C:13](=[O:19])[O:14][C:15]([CH3:18])([CH3:17])[CH3:16])[CH:10]=C)[CH:5]=[C:6]([F:8])[CH:7]=1.I([O-])(=O)(=O)=[O:21].[Na+].[OH2:26]. (3) The reactants are: N(C1CCCCC1)=[C:2]=[O:3].[CH:10]1([CH2:16][NH2:17])[CH2:15][CH2:14][CH2:13][CH2:12][CH2:11]1.[F:18][C:19]1[CH:24]=[CH:23][C:22]([S:25]([NH:28][CH2:29][CH2:30][CH2:31][CH2:32][NH:33][C:34](=[O:41])[C@H:35]([CH2:37][CH:38]([CH3:40])[CH3:39])[NH2:36])(=[O:27])=[O:26])=[C:21]([C:42]([F:45])([F:44])[F:43])[CH:20]=1.C(N(CC)CC)C. Given the product [CH:10]1([CH2:16][NH:17][C:2]([NH:36][C@H:35]([C:34]([NH:33][CH2:32][CH2:31][CH2:30][CH2:29][NH:28][S:25]([C:22]2[CH:23]=[CH:24][C:19]([F:18])=[CH:20][C:21]=2[C:42]([F:45])([F:43])[F:44])(=[O:27])=[O:26])=[O:41])[CH2:37][CH:38]([CH3:40])[CH3:39])=[O:3])[CH2:15][CH2:14][CH2:13][CH2:12][CH2:11]1, predict the reactants needed to synthesize it. (4) The reactants are: [N:1]#[C:2][NH2:3].[N:4]([C:7]1[CH:12]=[CH:11][C:10]([N:13]2[CH2:18][CH2:17][N:16]([CH2:19]C3CC3)[CH2:15][CH2:14]2)=[CH:9][CH:8]=1)=[C:5]=[S:6].Br[CH2:24][C:25]([C:27]1[CH:32]=[CH:31][CH:30]=[C:29]([OH:33])[CH:28]=1)=[O:26]. Given the product [NH2:1][C:2]1[N:3]=[C:5]([NH:4][C:7]2[CH:8]=[CH:9][C:10]([N:13]3[CH2:14][CH2:15][N:16]([CH3:19])[CH2:17][CH2:18]3)=[CH:11][CH:12]=2)[S:6][C:24]=1[C:25]([C:27]1[CH:32]=[CH:31][CH:30]=[C:29]([OH:33])[CH:28]=1)=[O:26], predict the reactants needed to synthesize it. (5) Given the product [N:1]1[CH:6]=[CH:5][CH:4]=[CH:3][C:2]=1[NH:7][CH2:8][CH2:9][CH2:10][O:11][C:12]1[CH:13]=[CH:14][C:15]2[CH2:21][C@@H:20]([CH2:22][C:23]([OH:25])=[O:24])[C:19]3[CH:28]=[CH:29][CH:30]=[CH:31][C:18]=3[CH2:17][C:16]=2[CH:32]=1, predict the reactants needed to synthesize it. The reactants are: [N:1]1[CH:6]=[CH:5][CH:4]=[CH:3][C:2]=1[NH:7][CH2:8][CH2:9][CH2:10][O:11][C:12]1[CH:13]=[CH:14][C:15]2[CH2:21][C@@H:20]([CH2:22][C:23]([O:25]CC)=[O:24])[C:19]3[CH:28]=[CH:29][CH:30]=[CH:31][C:18]=3[CH2:17][C:16]=2[CH:32]=1.[OH-].[Na+].Cl. (6) Given the product [C:11]([C:13]1[CH:12]=[CH:11][C:16]([C:3]2[C:4]3[C:9]([CH:10]=[C:9]4[C:4]=2[CH:5]=[CH:6][CH:7]=[CH:8]4)=[CH:8][CH:7]=[CH:6][CH:5]=3)=[CH:15][CH:14]=1)([CH3:16])([CH3:12])[CH3:10], predict the reactants needed to synthesize it. The reactants are: O.Br[C:3]1[C:4]2[C:9]([CH:10]=[C:11]3[C:16]=1[CH:15]=[CH:14][CH:13]=[CH:12]3)=[CH:8][CH:7]=[CH:6][CH:5]=2. (7) Given the product [F:8][C:4]1[CH:5]=[CH:6][CH:7]=[C:2]([F:1])[C:3]=1[C:9]1[O:10][C:11]([NH:16][C:17]2[CH:22]=[CH:21][CH:20]=[CH:19][C:18]=2[O:23][CH3:24])=[C:12]([C:14]([NH2:15])=[O:25])[N:13]=1, predict the reactants needed to synthesize it. The reactants are: [F:1][C:2]1[CH:7]=[CH:6][CH:5]=[C:4]([F:8])[C:3]=1[C:9]1[O:10][C:11]([NH:16][C:17]2[CH:22]=[CH:21][CH:20]=[CH:19][C:18]=2[O:23][CH3:24])=[C:12]([C:14]#[N:15])[N:13]=1.[OH-:25].[K+].